This data is from Catalyst prediction with 721,799 reactions and 888 catalyst types from USPTO. The task is: Predict which catalyst facilitates the given reaction. Reactant: [CH3:1][O:2][CH:3]=[CH:4][C:5]([O:7][Si](C)(C)C)=[CH2:6].[C:12]([O:16][CH2:17][CH3:18])(=[O:15])C=O.O.C(O)(C(F)(F)F)=O. Product: [CH2:17]([O:16][C:12]([CH:1]1[CH2:6][C:5](=[O:7])[CH:4]=[CH:3][O:2]1)=[O:15])[CH3:18]. The catalyst class is: 182.